From a dataset of Catalyst prediction with 721,799 reactions and 888 catalyst types from USPTO. Predict which catalyst facilitates the given reaction. (1) Reactant: [ClH:1].[C:2]([C@@:4]1([CH:28]2[CH2:30][CH2:29]2)[CH2:8][CH2:7][N:6]([C:9]2[CH:14]=[CH:13][N:12]=[C:11]([NH:15][C:16]3[CH:17]=[N:18][N:19]([C:21]([CH3:26])([CH3:25])[C:22]([OH:24])=O)[CH:20]=3)[N:10]=2)[C:5]1=[O:27])#[N:3].C(N=C=NCCCN(C)C)C.O.ON1C2C=CC=CC=2N=N1.C(N(CC)C(C)C)(C)C.[NH:62]1[CH2:67][CH2:66][O:65][CH2:64][CH2:63]1. Product: [ClH:1].[CH:28]1([C@:4]2([C:2]#[N:3])[CH2:8][CH2:7][N:6]([C:9]3[CH:14]=[CH:13][N:12]=[C:11]([NH:15][C:16]4[CH:17]=[N:18][N:19]([C:21]([CH3:25])([CH3:26])[C:22]([N:62]5[CH2:67][CH2:66][O:65][CH2:64][CH2:63]5)=[O:24])[CH:20]=4)[N:10]=3)[C:5]2=[O:27])[CH2:30][CH2:29]1. The catalyst class is: 9. (2) Reactant: [NH:1]1[CH2:6][CH2:5][CH:4]([C:7]([O:9][CH3:10])=[O:8])[CH2:3][CH2:2]1.[CH3:11][N:12]=[C:13]=[O:14]. Product: [CH3:11][NH:12][C:13]([N:1]1[CH2:6][CH2:5][CH:4]([C:7]([O:9][CH3:10])=[O:8])[CH2:3][CH2:2]1)=[O:14]. The catalyst class is: 2.